From a dataset of Reaction yield outcomes from USPTO patents with 853,638 reactions. Predict the reaction yield, written as a fraction of the theoretical maximum amount of product (1.0 means a 100% yield; for example, 0.34 means a 34% yield). (1) The reactants are COC1C=C(OC)C=CC=1C[N:6]([C:32]1[CH:37]=[CH:36][N:35]=[CH:34][N:33]=1)[S:7]([C:10]1[CH:15]=[CH:14][C:13]([O:16][C@H:17]2[CH2:23][CH2:22][CH2:21][CH2:20][CH2:19][C@@H:18]2[C:24]2[N:28]([CH3:29])[N:27]=[CH:26][CH:25]=2)=[C:12]([F:30])[C:11]=1[F:31])(=[O:9])=[O:8].C([SiH](CC)CC)C.FC(F)(F)C(O)=O. The catalyst is ClCCl. The product is [F:31][C:11]1[C:12]([F:30])=[C:13]([O:16][C@H:17]2[CH2:23][CH2:22][CH2:21][CH2:20][CH2:19][C@@H:18]2[C:24]2[N:28]([CH3:29])[N:27]=[CH:26][CH:25]=2)[CH:14]=[CH:15][C:10]=1[S:7]([NH:6][C:32]1[CH:37]=[CH:36][N:35]=[CH:34][N:33]=1)(=[O:8])=[O:9]. The yield is 0.710. (2) The reactants are [CH2:1]([O:3][P:4](/[CH:9]=[CH:10]/[C:11]1[C:12]([O:22][CH2:23][C:24]2[CH:46]=[CH:45][C:27]([O:28][CH2:29][C:30]3[N:31]=[C:32]([C:36]4[CH:44]=[CH:43][C:39]([C:40]([OH:42])=O)=[CH:38][CH:37]=4)[O:33][C:34]=3[CH3:35])=[C:26]([O:47][CH3:48])[CH:25]=2)=[N:13][N:14]([C:16]2[CH:21]=[CH:20][CH:19]=[CH:18][CH:17]=2)[CH:15]=1)([O:6][CH2:7][CH3:8])=[O:5])[CH3:2].Cl.C([N:52]=C=NCCCN(C)C)C.CN(C)C=O. The catalyst is O. The product is [C:40]([C:39]1[CH:38]=[CH:37][C:36]([C:32]2[O:33][C:34]([CH3:35])=[C:30]([CH2:29][O:28][C:27]3[CH:45]=[CH:46][C:24]([CH2:23][O:22][C:12]4[C:11](/[CH:10]=[CH:9]/[P:4](=[O:5])([O:3][CH2:1][CH3:2])[O:6][CH2:7][CH3:8])=[CH:15][N:14]([C:16]5[CH:17]=[CH:18][CH:19]=[CH:20][CH:21]=5)[N:13]=4)=[CH:25][C:26]=3[O:47][CH3:48])[N:31]=2)=[CH:44][CH:43]=1)(=[O:42])[NH2:52]. The yield is 0.830. (3) The reactants are P([O-])([O-])([O-])=O.[K+].[K+].[K+].Cl[C:10]1[CH:11]=[CH:12][C:13]2[N:19]3[CH2:20][C@H:16]([CH2:17][CH2:18]3)[N:15]([C:21]([NH:23][C:24]3[CH:29]=[N:28][CH:27]=[CH:26][N:25]=3)=[O:22])[C:14]=2[N:30]=1.[CH3:31][C:32]1[N:37]=[CH:36][C:35](B(O)O)=[CH:34][N:33]=1.CC(C1C=C(C(C)C)C(C2C=CC=CC=2P(C2CCCCC2)C2CCCCC2)=C(C(C)C)C=1)C. The catalyst is O1CCOCC1.O.C1C=CC(/C=C/C(/C=C/C2C=CC=CC=2)=O)=CC=1.C1C=CC(/C=C/C(/C=C/C2C=CC=CC=2)=O)=CC=1.C1C=CC(/C=C/C(/C=C/C2C=CC=CC=2)=O)=CC=1.[Pd].[Pd]. The product is [CH3:31][C:32]1[N:37]=[CH:36][C:35]([C:10]2[CH:11]=[CH:12][C:13]3[N:19]4[CH2:20][C@H:16]([CH2:17][CH2:18]4)[N:15]([C:21]([NH:23][C:24]4[CH:29]=[N:28][CH:27]=[CH:26][N:25]=4)=[O:22])[C:14]=3[N:30]=2)=[CH:34][N:33]=1. The yield is 0.495.